From a dataset of NCI-60 drug combinations with 297,098 pairs across 59 cell lines. Regression. Given two drug SMILES strings and cell line genomic features, predict the synergy score measuring deviation from expected non-interaction effect. (1) Drug 2: C1CN1P(=S)(N2CC2)N3CC3. Cell line: SF-268. Drug 1: C1=C(C(=O)NC(=O)N1)N(CCCl)CCCl. Synergy scores: CSS=35.1, Synergy_ZIP=4.89, Synergy_Bliss=10.3, Synergy_Loewe=5.98, Synergy_HSA=10.6. (2) Drug 1: CCCCC(=O)OCC(=O)C1(CC(C2=C(C1)C(=C3C(=C2O)C(=O)C4=C(C3=O)C=CC=C4OC)O)OC5CC(C(C(O5)C)O)NC(=O)C(F)(F)F)O. Synergy scores: CSS=61.2, Synergy_ZIP=1.48, Synergy_Bliss=2.17, Synergy_Loewe=-7.71, Synergy_HSA=1.31. Drug 2: C1C(C(OC1N2C=NC3=C2NC=NCC3O)CO)O. Cell line: NCIH23.